The task is: Predict which catalyst facilitates the given reaction.. This data is from Catalyst prediction with 721,799 reactions and 888 catalyst types from USPTO. Reactant: [NH2:1][C:2]1[CH:9]=[CH:8][C:7]([Cl:10])=[CH:6][C:3]=1[CH:4]=O.CC1(C)[O:17][C:16](=O)[CH:15]=[C:14]([CH3:19])[O:13]1. Product: [C:14]([C:15]1[C:16](=[O:17])[NH:1][C:2]2[C:3]([CH:4]=1)=[CH:6][C:7]([Cl:10])=[CH:8][CH:9]=2)(=[O:13])[CH3:19]. The catalyst class is: 113.